This data is from Reaction yield outcomes from USPTO patents with 853,638 reactions. The task is: Predict the reaction yield, written as a fraction of the theoretical maximum amount of product (1.0 means a 100% yield; for example, 0.34 means a 34% yield). (1) The reactants are [CH3:1][N:2]([C:9]1[N:14]=[CH:13][N:12]=[C:11]([NH:15][C:16]2[CH:17]=[C:18]([NH:22]C(=O)OC(C)(C)C)[CH:19]=[CH:20][CH:21]=2)[CH:10]=1)[C:3]1[CH:8]=[CH:7][CH:6]=[CH:5][CH:4]=1. The catalyst is C(O)(C(F)(F)F)=O. The product is [CH3:1][N:2]([C:9]1[N:14]=[CH:13][N:12]=[C:11]([NH:15][C:16]2[CH:17]=[C:18]([NH2:22])[CH:19]=[CH:20][CH:21]=2)[CH:10]=1)[C:3]1[CH:8]=[CH:7][CH:6]=[CH:5][CH:4]=1. The yield is 0.750. (2) The reactants are [CH2:1]([NH:3][C:4]1[CH:9]=[CH:8][CH:7]=[CH:6][CH:5]=1)[CH3:2].[CH2:10]1[O:12][CH:11]1[CH2:13][OH:14].C(O)C. The catalyst is O. The product is [CH2:1]([N:3]([C:4]1[CH:9]=[CH:8][CH:7]=[CH:6][CH:5]=1)[CH2:10][CH:11]([OH:12])[CH2:13][OH:14])[CH3:2]. The yield is 0.940. (3) The reactants are [CH2:1](N(CC)C(C1C=C(C2C=NN(CCCO)C=2)C=CC=1NC1C(C(F)(F)F)=CN=C(NC2C=CC(CP(=O)(O)OCC)=CC=2OC)N=1)=O)[CH3:2].[OH:50][CH2:51][CH2:52][CH2:53][CH2:54][N:55]1[CH:59]=[C:58]([C:60]2[N:65]=[C:64]([C:66](=[O:69])[NH:67][CH3:68])[C:63]([NH:70][C:71]3[C:76]([C:77]([F:80])([F:79])[F:78])=[CH:75][N:74]=[C:73]([NH:81][C:82]4[CH:92]=[CH:91][C:85]([CH2:86][P:87](=[O:90])([O-:89])[O-:88])=[CH:84][CH:83]=4)[N:72]=3)=[CH:62][CH:61]=2)[CH:57]=[N:56]1. No catalyst specified. The product is [OH:50][CH2:51][CH2:52][CH2:53][CH2:54][N:55]1[CH:59]=[C:58]([C:60]2[N:65]=[C:64]([C:66](=[O:69])[NH:67][CH3:68])[C:63]([NH:70][C:71]3[C:76]([C:77]([F:79])([F:80])[F:78])=[CH:75][N:74]=[C:73]([NH:81][C:82]4[CH:83]=[CH:84][C:85]([CH2:86][P:87](=[O:89])([OH:88])[O:90][CH2:1][CH3:2])=[CH:91][CH:92]=4)[N:72]=3)=[CH:62][CH:61]=2)[CH:57]=[N:56]1. The yield is 0.900. (4) The reactants are Cl[C:2]1[CH:7]=[CH:6][N:5]=[C:4]([CH3:8])[CH:3]=1.[F:9][C:10]1[CH:15]=[CH:14][C:13](B(O)O)=[CH:12][CH:11]=1. The catalyst is COCCOC.C([O-])([O-])=O.[Na+].[Na+]. The product is [F:9][C:10]1[CH:15]=[CH:14][C:13]([C:2]2[CH:7]=[CH:6][N:5]=[C:4]([CH3:8])[CH:3]=2)=[CH:12][CH:11]=1. The yield is 0.610. (5) The reactants are [CH2:1]([Si]1(Cl)N(C)[C@@H](C)[C@H](C2C=CC=CC=2)O1)[CH:2]=[CH2:3].[CH:18](=[N:25][NH:26][C:27](=[O:29])[CH3:28])[C:19]1[CH:24]=[CH:23][CH:22]=[CH:21][CH:20]=1.CO. The product is [C:19]1([C@H:18]([NH:25][NH:26][C:27](=[O:29])[CH3:28])[CH2:3][CH:2]=[CH2:1])[CH:24]=[CH:23][CH:22]=[CH:21][CH:20]=1. The yield is 0.800. The catalyst is C(Cl)Cl.